Dataset: Forward reaction prediction with 1.9M reactions from USPTO patents (1976-2016). Task: Predict the product of the given reaction. (1) Given the reactants [CH:1]1[C:2]([CH2:10][C@@H:11]([NH2:28])[CH2:12][C:13]([N:15]2[CH2:27][C:19]3=[N:20][N:21]=[C:22]([C:23]([F:26])([F:25])[F:24])[N:18]3[CH2:17][CH2:16]2)=[O:14])=[C:3]([F:9])[CH:4]=[C:5]([F:8])[C:6]=1[F:7].[C:29]([OH:38])(=[O:37])[CH2:30][CH2:31][CH2:32][CH2:33][C:34]([OH:36])=[O:35], predict the reaction product. The product is: [CH:1]1[C:2]([CH2:10][C@@H:11]([NH2:28])[CH2:12][C:13]([N:15]2[CH2:27][C:19]3=[N:20][N:21]=[C:22]([C:23]([F:26])([F:25])[F:24])[N:18]3[CH2:17][CH2:16]2)=[O:14])=[C:3]([F:9])[CH:4]=[C:5]([F:8])[C:6]=1[F:7].[C:29]([O-:38])(=[O:37])[CH2:30][CH2:31][CH2:32][CH2:33][C:34]([O-:36])=[O:35]. (2) Given the reactants [C:1]([O:5][C:6]([NH:8][CH2:9][C@H:10]1[CH2:15][CH2:14][C@H:13]([C:16]([NH:18][C@H:19]([C:37]([NH:39][C:40]2[CH:45]=[CH:44][C:43]([C:46]3[NH:50][C:49]([C:51]([F:59])([F:58])[C:52]([C:55]([OH:57])=[O:56])([F:54])[F:53])=[N:48][N:47]=3)=[CH:42][CH:41]=2)=[O:38])[CH2:20][C:21]2[CH:26]=[CH:25][C:24]([C:27]3[CH:32]=[CH:31][C:30]([C:33](O)=[O:34])=[CH:29][C:28]=3[CH3:36])=[CH:23][CH:22]=2)=[O:17])[CH2:12][CH2:11]1)=[O:7])([CH3:4])([CH3:3])[CH3:2].[NH2:60][CH:61]1[CH:66]2[CH:62]1[CH2:63][N:64]([C:67]([O:69][C:70]([CH3:73])([CH3:72])[CH3:71])=[O:68])[CH2:65]2.C(NC(C)C)(C)C.CN(C(ON1N=NC2C=CC=NC1=2)=[N+](C)C)C.F[P-](F)(F)(F)(F)F, predict the reaction product. The product is: [C:1]([O:5][C:6]([NH:8][CH2:9][C@H:10]1[CH2:11][CH2:12][C@H:13]([C:16]([NH:18][C@@H:19]([CH2:20][C:21]2[CH:26]=[CH:25][C:24]([C:27]3[CH:32]=[CH:31][C:30]([C:33](=[O:34])[NH:60][CH:61]4[CH:66]5[CH:62]4[CH2:63][N:64]([C:67]([O:69][C:70]([CH3:73])([CH3:72])[CH3:71])=[O:68])[CH2:65]5)=[CH:29][C:28]=3[CH3:36])=[CH:23][CH:22]=2)[C:37]([NH:39][C:40]2[CH:45]=[CH:44][C:43]([C:46]3[NH:50][C:49]([C:51]([F:58])([F:59])[C:52]([F:54])([F:53])[C:55]([OH:57])=[O:56])=[N:48][N:47]=3)=[CH:42][CH:41]=2)=[O:38])=[O:17])[CH2:14][CH2:15]1)=[O:7])([CH3:4])([CH3:3])[CH3:2].